From a dataset of Forward reaction prediction with 1.9M reactions from USPTO patents (1976-2016). Predict the product of the given reaction. (1) Given the reactants Br[C:2]1[C:3]([Cl:16])=[C:4]2[C:9](=[C:10]([CH3:12])[CH:11]=1)[NH:8][C:7]([CH3:14])([CH3:13])[CH2:6][CH:5]2[CH3:15].[O:17]1[C:22]2[CH:23]=[CH:24][C:25](B(O)O)=[CH:26][C:21]=2[O:20][CH2:19][CH2:18]1, predict the reaction product. The product is: [Cl:16][C:3]1[C:2]([C:25]2[CH:24]=[CH:23][C:22]3[O:17][CH2:18][CH2:19][O:20][C:21]=3[CH:26]=2)=[CH:11][C:10]([CH3:12])=[C:9]2[C:4]=1[CH:5]([CH3:15])[CH2:6][C:7]([CH3:14])([CH3:13])[NH:8]2. (2) Given the reactants [N:1]1([CH2:8][CH2:9][CH2:10][O:11][C:12]2[CH:17]=[CH:16][C:15]([N:18]3[CH2:23][CH2:22][N:21](C(OC(C)(C)C)=O)[CH2:20][C:19]3=[O:31])=[CH:14][CH:13]=2)[CH2:7][CH2:6][CH2:5][CH2:4][CH2:3][CH2:2]1.C(O)(C(F)(F)F)=O.C(Cl)Cl, predict the reaction product. The product is: [N:1]1([CH2:8][CH2:9][CH2:10][O:11][C:12]2[CH:17]=[CH:16][C:15]([N:18]3[CH2:23][CH2:22][NH:21][CH2:20][C:19]3=[O:31])=[CH:14][CH:13]=2)[CH2:7][CH2:6][CH2:5][CH2:4][CH2:3][CH2:2]1. (3) Given the reactants [C:1]([N:8]1[CH2:13][CH2:12][NH:11][CH2:10][CH2:9]1)([O:3][C:4]([CH3:7])([CH3:6])[CH3:5])=[O:2].[N+:14]([C:17]1[CH:25]=[CH:24][C:20]([C:21](Cl)=[O:22])=[CH:19][CH:18]=1)([O-])=O.C(N(CC)CC)C, predict the reaction product. The product is: [NH2:14][C:17]1[CH:25]=[CH:24][C:20]([C:21]([N:11]2[CH2:10][CH2:9][N:8]([C:1]([O:3][C:4]([CH3:7])([CH3:6])[CH3:5])=[O:2])[CH2:13][CH2:12]2)=[O:22])=[CH:19][CH:18]=1. (4) Given the reactants [NH2:1][C:2]1[S:3][C:4]([C:8]([OH:10])=O)=[C:5]([CH3:7])[N:6]=1.C(N(C(C)C)CC)(C)C.Cl.CN(C)CCCN=C=NCC.O.ON1C2C=CC=CC=2N=N1.[CH2:43]([NH2:50])[C:44]1[CH:49]=[CH:48][CH:47]=[CH:46][CH:45]=1, predict the reaction product. The product is: [CH2:43]([NH:50][C:8]([C:4]1[S:3][C:2]([NH2:1])=[N:6][C:5]=1[CH3:7])=[O:10])[C:44]1[CH:49]=[CH:48][CH:47]=[CH:46][CH:45]=1.